Dataset: Ames mutagenicity test results for genotoxicity prediction. Task: Regression/Classification. Given a drug SMILES string, predict its toxicity properties. Task type varies by dataset: regression for continuous values (e.g., LD50, hERG inhibition percentage) or binary classification for toxic/non-toxic outcomes (e.g., AMES mutagenicity, cardiotoxicity, hepatotoxicity). Dataset: ames. (1) The compound is C1CC[C@H]2CCCC[C@@H]2C1. The result is 0 (non-mutagenic). (2) The drug is CCO[P@](=O)(Oc1ccc([N+](=O)[O-])cc1)c1ccccc1. The result is 1 (mutagenic).